From a dataset of Full USPTO retrosynthesis dataset with 1.9M reactions from patents (1976-2016). Predict the reactants needed to synthesize the given product. (1) Given the product [CH3:1][S:2]([O:5][CH2:6][C@H:7]([NH:9][C:10]([O:12][C:13]([CH3:14])([CH3:16])[CH3:15])=[O:11])[CH3:8])(=[O:4])=[O:3], predict the reactants needed to synthesize it. The reactants are: [CH3:1][S:2]([O:5][CH2:6][C@@H:7]([NH:9][C:10]([O:12][C:13]([CH3:16])([CH3:15])[CH3:14])=[O:11])[CH3:8])(=[O:4])=[O:3].OC[C@H](NC(=O)OC(C)(C)C)C.C(N(CC)CC)C.CS(Cl)(=O)=O. (2) Given the product [CH3:28][O:27][C:25](=[O:26])[CH2:24][N:7]1[CH2:6][CH2:5][N:4]([C:8]([O:10][C:11]([CH3:13])([CH3:12])[CH3:14])=[O:9])[CH2:3][C@H:2]1[CH3:1], predict the reactants needed to synthesize it. The reactants are: [CH3:1][C@H:2]1[NH:7][CH2:6][CH2:5][N:4]([C:8]([O:10][C:11]([CH3:14])([CH3:13])[CH3:12])=[O:9])[CH2:3]1.C(=O)([O-])[O-].[K+].[K+].[I-].[K+].Br[CH2:24][C:25]([O:27][CH3:28])=[O:26]. (3) Given the product [CH3:1][C:2]1[N:7]=[C:6]2[S:8][C:9]3[CH2:13][CH2:12][CH2:11][C:10]=3[C:5]2=[C:4]([C:14]([CH3:17])([CH3:16])[CH3:15])[C:3]=1[CH:18]([CH2:23][CH2:24][CH3:25])[C:19]([OH:21])=[O:20], predict the reactants needed to synthesize it. The reactants are: [CH3:1][C:2]1[N:7]=[C:6]2[S:8][C:9]3[CH2:13][CH2:12][CH2:11][C:10]=3[C:5]2=[C:4]([C:14]([CH3:17])([CH3:16])[CH3:15])[C:3]=1[CH:18]([CH2:23][CH2:24][CH3:25])[C:19]([O:21]C)=[O:20].[OH-].[Na+].Cl. (4) Given the product [NH2:20][C:19]1[N:9]([C:7]2[CH:8]=[C:3]([Br:2])[CH:4]=[CH:5][C:6]=2[CH3:11])[N:10]=[CH:15][C:16]=1[C:17]#[N:18], predict the reactants needed to synthesize it. The reactants are: Cl.[Br:2][C:3]1[CH:4]=[CH:5][C:6]([CH3:11])=[C:7]([NH:9][NH2:10])[CH:8]=1.C(O[CH:15]=[C:16]([C:19]#[N:20])[C:17]#[N:18])C.